Dataset: Catalyst prediction with 721,799 reactions and 888 catalyst types from USPTO. Task: Predict which catalyst facilitates the given reaction. (1) Reactant: FC(F)(F)C(OC(=O)C(F)(F)F)=[O:4].[Br:14][C:15]1[C:20]([CH3:21])=[CH:19][N+:18]([O-])=[CH:17][C:16]=1[CH3:23].C(N(CC)CC)C. Product: [Br:14][C:15]1[C:20]([CH3:21])=[CH:19][N:18]=[C:17]([OH:4])[C:16]=1[CH3:23]. The catalyst class is: 7. (2) Reactant: C([S:4][CH2:5][CH2:6][CH2:7][CH2:8][CH:9]([C:11]1[CH:16]=[CH:15][C:14]([C:17]2[CH:22]=[CH:21][C:20]([Cl:23])=[CH:19][CH:18]=2)=[CH:13][CH:12]=1)[OH:10])(=O)C.[OH-].[Na+].Cl. Product: [Cl:23][C:20]1[CH:19]=[CH:18][C:17]([C:14]2[CH:15]=[CH:16][C:11]([CH:9]([OH:10])[CH2:8][CH2:7][CH2:6][CH2:5][SH:4])=[CH:12][CH:13]=2)=[CH:22][CH:21]=1. The catalyst class is: 5. (3) The catalyst class is: 6. Reactant: ClCCl.[Cl:4][C:5]1[C:6]([NH:23][CH2:24][C:25]2[CH:30]=[CH:29][C:28]([O:31][CH3:32])=[CH:27][C:26]=2[O:33][CH3:34])=[C:7]([CH:11]([C:13]2[CH:18]=[CH:17][CH:16]=[C:15]([O:19][CH3:20])[C:14]=2[O:21][CH3:22])[OH:12])[CH:8]=[CH:9][CH:10]=1.C(=O)([O-])O.[Na+].Cl/[C:41](=[CH:47]\[C:48]([O-])=[O:49])/[C:42]([O:44][CH2:45][CH3:46])=[O:43]. Product: [Cl:4][C:5]1[CH:10]=[CH:9][CH:8]=[C:7]([CH:11]([C:13]2[CH:18]=[CH:17][CH:16]=[C:15]([O:19][CH3:20])[C:14]=2[O:21][CH3:22])[OH:12])[C:6]=1[N:23]([CH2:24][C:25]1[CH:30]=[CH:29][C:28]([O:31][CH3:32])=[CH:27][C:26]=1[O:33][CH3:34])[C:48](=[O:49])/[CH:47]=[CH:41]/[C:42]([O:44][CH2:45][CH3:46])=[O:43]. (4) Reactant: [O:1]1[CH2:6][CH2:5][CH2:4][CH2:3][CH:2]1[O:7][CH2:8][C:9]1([N:12]2[C:16]3[N:17]=[CH:18][N:19]=[CH:20][C:15]=3[CH:14]=[CH:13]2)[CH2:11][CH2:10]1.[I:21]N1C(=O)CCC1=O. Product: [I:21][C:14]1[C:15]2[CH:20]=[N:19][CH:18]=[N:17][C:16]=2[N:12]([C:9]2([CH2:8][O:7][CH:2]3[CH2:3][CH2:4][CH2:5][CH2:6][O:1]3)[CH2:11][CH2:10]2)[CH:13]=1. The catalyst class is: 3. (5) Reactant: [N+:1]([C:4]1[CH:5]=[N:6][N:7]([CH2:9][CH2:10][N:11]2[CH2:15][CH2:14][CH2:13][C:12]2=[O:16])[CH:8]=1)([O-])=O. Product: [NH2:1][C:4]1[CH:5]=[N:6][N:7]([CH2:9][CH2:10][N:11]2[CH2:15][CH2:14][CH2:13][C:12]2=[O:16])[CH:8]=1. The catalyst class is: 29. (6) Reactant: C([O:3][C:4]([C:6]1[CH:15]=[CH:14][C:13]2[C:8](=[C:9]([C:22]3[C:31]4[C:26](=[CH:27][CH:28]=[CH:29][CH:30]=4)[CH:25]=[CH:24][CH:23]=3)[CH:10]=[C:11]([NH:16][C:17]([O:19][CH2:20][CH3:21])=[O:18])[CH:12]=2)[N:7]=1)=[O:5])C.[Li+].[OH-]. Product: [CH2:20]([O:19][C:17]([NH:16][C:11]1[CH:12]=[C:13]2[C:8](=[C:9]([C:22]3[C:31]4[C:26](=[CH:27][CH:28]=[CH:29][CH:30]=4)[CH:25]=[CH:24][CH:23]=3)[CH:10]=1)[N:7]=[C:6]([C:4]([OH:5])=[O:3])[CH:15]=[CH:14]2)=[O:18])[CH3:21]. The catalyst class is: 12. (7) Reactant: [CH3:1][O:2][C:3]([C:5]1[S:6][C:7]([Br:27])=[CH:8][C:9]=1[N:10]([C:18]([C@H:20]1[CH2:25][CH2:24][C@H:23]([CH3:26])[CH2:22][CH2:21]1)=[O:19])[CH:11]1[CH2:16][CH2:15][C:14](=[O:17])[CH2:13][CH2:12]1)=[O:4].[BH4-].[Na+].CCCCCC.CCOC(C)=O. Product: [CH3:1][O:2][C:3]([C:5]1[S:6][C:7]([Br:27])=[CH:8][C:9]=1[N:10]([C@H:11]1[CH2:12][CH2:13][C@H:14]([OH:17])[CH2:15][CH2:16]1)[C:18]([C@H:20]1[CH2:21][CH2:22][C@H:23]([CH3:26])[CH2:24][CH2:25]1)=[O:19])=[O:4]. The catalyst class is: 5. (8) Reactant: [C:1](Cl)([C:14]1[CH:19]=[CH:18][CH:17]=[CH:16][CH:15]=1)([C:8]1[CH:13]=[CH:12][CH:11]=[CH:10][CH:9]=1)[C:2]1[CH:7]=[CH:6][CH:5]=[CH:4][CH:3]=1.[CH2:21]([OH:27])[CH2:22][O:23][CH2:24][CH2:25][OH:26]. Product: [C:1]([O:27][CH2:21][CH2:22][O:23][CH2:24][CH2:25][OH:26])([C:14]1[CH:19]=[CH:18][CH:17]=[CH:16][CH:15]=1)([C:8]1[CH:13]=[CH:12][CH:11]=[CH:10][CH:9]=1)[C:2]1[CH:7]=[CH:6][CH:5]=[CH:4][CH:3]=1. The catalyst class is: 17. (9) Reactant: N#N.Cl.Cl.[Br:5][C:6]1[CH:11]=[CH:10][C:9]([CH2:12][C@H:13]([C:15]2[NH:19][C:18]3[CH:20]=[CH:21][C:22]([CH3:24])=[CH:23][C:17]=3[N:16]=2)[NH2:14])=[CH:8][CH:7]=1.[OH-].[Na+]. Product: [Br:5][C:6]1[CH:11]=[CH:10][C:9]([CH2:12][C@H:13]([C:15]2[NH:19][C:18]3[CH:20]=[CH:21][C:22]([CH3:24])=[CH:23][C:17]=3[N:16]=2)[NH2:14])=[CH:8][CH:7]=1. The catalyst class is: 2. (10) Reactant: [Na].[Cl:2][C:3]1[N:11]=[C:10]2[C:6]([NH:7][CH:8]=[N:9]2)=[C:5]([N:12]2[C:16]([C:17]3[CH:22]=[CH:21][CH:20]=[CH:19][CH:18]=3)=[C:15]([C:23]3[CH:28]=[CH:27][CH:26]=[CH:25][CH:24]=3)[N:14]=[CH:13]2)[N:4]=1.[C:29]1([CH3:55])[CH:34]=[CH:33][C:32]([C:35]([O:37][C@@H:38]2[C@@H:42]([CH2:43][O:44][C:45]([C:47]3[CH:52]=[CH:51][C:50]([CH3:53])=[CH:49][CH:48]=3)=[O:46])[O:41][C@H:40](Cl)[CH2:39]2)=[O:36])=[CH:31][CH:30]=1. Product: [Cl:2][C:3]1[N:11]=[C:10]2[C:6]([N:7]=[CH:8][N:9]2[C@@H:40]2[O:41][C@H:42]([CH2:43][O:44][C:45]([C:47]3[CH:48]=[CH:49][C:50]([CH3:53])=[CH:51][CH:52]=3)=[O:46])[C@@H:38]([O:37][C:35]([C:32]3[CH:31]=[CH:30][C:29]([CH3:55])=[CH:34][CH:33]=3)=[O:36])[CH2:39]2)=[C:5]([N:12]2[C:16]([C:17]3[CH:22]=[CH:21][CH:20]=[CH:19][CH:18]=3)=[C:15]([C:23]3[CH:24]=[CH:25][CH:26]=[CH:27][CH:28]=3)[N:14]=[CH:13]2)[N:4]=1. The catalyst class is: 496.